From a dataset of Forward reaction prediction with 1.9M reactions from USPTO patents (1976-2016). Predict the product of the given reaction. The product is: [CH:1]1([C:7]2[C:15]3[C:10](=[CH:11][C:12]([C:16]([NH:66][C:67]4([C:72]([NH:74][C:75]5[CH:76]=[CH:77][C:78](/[CH:81]=[CH:82]/[C:83]([OH:85])=[O:84])=[CH:79][CH:80]=5)=[O:73])[CH2:68][CH2:69][CH2:70][CH2:71]4)=[O:17])=[CH:13][CH:14]=3)[N:9]([CH2:19][C:20]([N:22]([CH3:23])[CH3:24])=[O:21])[C:8]=2[C:25]2[CH:30]=[CH:29][C:28]([O:31][CH3:32])=[CH:27][CH:26]=2)[CH2:6][CH2:5][CH2:4][CH2:3][CH2:2]1. Given the reactants [CH:1]1([C:7]2[C:15]3[C:10](=[CH:11][C:12]([C:16](O)=[O:17])=[CH:13][CH:14]=3)[N:9]([CH2:19][C:20]([N:22]([CH3:24])[CH3:23])=[O:21])[C:8]=2[C:25]2[CH:30]=[CH:29][C:28]([O:31][CH3:32])=[CH:27][CH:26]=2)[CH2:6][CH2:5][CH2:4][CH2:3][CH2:2]1.CCN(C(C)C)C(C)C.CN(C(ON1N=NC2C=CC=NC1=2)=[N+](C)C)C.F[P-](F)(F)(F)(F)F.[NH2:66][C:67]1([C:72]([NH:74][C:75]2[CH:80]=[CH:79][C:78](/[CH:81]=[CH:82]/[C:83]([O:85]CC)=[O:84])=[CH:77][CH:76]=2)=[O:73])[CH2:71][CH2:70][CH2:69][CH2:68]1, predict the reaction product.